Predict which catalyst facilitates the given reaction. From a dataset of Catalyst prediction with 721,799 reactions and 888 catalyst types from USPTO. (1) Reactant: [OH-].[Na+].C[O:4][C:5](=[O:41])[CH2:6][C:7]1[CH:12]=[CH:11][C:10]([C:13]2[CH:18]=[CH:17][C:16]([C:19]([CH2:38][CH3:39])([C:22]3[CH:27]=[CH:26][C:25]([C:28]#[C:29][C:30]4([OH:36])[CH2:35][CH2:34][S:33][CH2:32][CH2:31]4)=[C:24]([CH3:37])[CH:23]=3)[CH2:20][CH3:21])=[CH:15][C:14]=2[CH3:40])=[CH:9][CH:8]=1.P([O-])(O)(O)=O.[Na+]. Product: [CH2:20]([C:19]([C:16]1[CH:17]=[CH:18][C:13]([C:10]2[CH:11]=[CH:12][C:7]([CH2:6][C:5]([OH:41])=[O:4])=[CH:8][CH:9]=2)=[C:14]([CH3:40])[CH:15]=1)([C:22]1[CH:27]=[CH:26][C:25]([C:28]#[C:29][C:30]2([OH:36])[CH2:31][CH2:32][S:33][CH2:34][CH2:35]2)=[C:24]([CH3:37])[CH:23]=1)[CH2:38][CH3:39])[CH3:21]. The catalyst class is: 111. (2) Reactant: [CH2:1]([O:3][CH:4]([O:22][CH2:23][CH3:24])[CH2:5][O:6][C:7]1[CH:8]=[C:9](B2OC(C)(C)C(C)(C)O2)[CH:10]=[CH:11][CH:12]=1)[CH3:2].C(OC([N:32]([C:49]1[CH:54]=[CH:53][N:52]=[C:51](Cl)[N:50]=1)[C:33]1[CH:34]=[C:35]2[C:39](=[CH:40][CH:41]=1)[N:38]([C:42]([O:44][C:45]([CH3:48])([CH3:47])[CH3:46])=[O:43])[N:37]=[CH:36]2)=O)(C)(C)C.C([O-])([O-])=O.[Na+].[Na+].CC(OC(OC(OC(C)(C)C)=O)=O)(C)C. Product: [CH2:23]([O:22][CH:4]([O:3][CH2:1][CH3:2])[CH2:5][O:6][C:7]1[CH:8]=[C:9]([C:51]2[N:50]=[C:49]([NH:32][C:33]3[CH:34]=[C:35]4[C:39](=[CH:40][CH:41]=3)[N:38]([C:42]([O:44][C:45]([CH3:48])([CH3:47])[CH3:46])=[O:43])[N:37]=[CH:36]4)[CH:54]=[CH:53][N:52]=2)[CH:10]=[CH:11][CH:12]=1)[CH3:24]. The catalyst class is: 88. (3) Reactant: [Cl:1][C:2]1[C:11]2[C:6](=[CH:7][C:8]([S:12]([N:15]([CH2:24][CH2:25][O:26]C3CCCCO3)[C:16]3([C:21]([OH:23])=O)[CH2:20][CH2:19][CH2:18][CH2:17]3)(=[O:14])=[O:13])=[CH:9][CH:10]=2)[C:5]([NH:33][C:34]([NH2:36])=[NH:35])=[N:4][CH:3]=1.Cl. Product: [ClH:1].[Cl:1][C:2]1[C:11]2[C:6](=[CH:7][C:8]([S:12]([N:15]3[CH2:24][CH2:25][O:26][C:21](=[O:23])[C:16]43[CH2:17][CH2:18][CH2:19][CH2:20]4)(=[O:14])=[O:13])=[CH:9][CH:10]=2)[C:5]([N:33]=[C:34]([NH2:35])[NH2:36])=[N:4][CH:3]=1. The catalyst class is: 25. (4) Reactant: [Cl:1][C:2]1[C:3]2[N:4]([CH:12]=[C:13]([C:15]([OH:17])=O)[N:14]=2)[CH:5]=[C:6]([C:8]([F:11])([F:10])[F:9])[CH:7]=1.C(O)(C)(C)C.Cl.CN(C)CCCN=C=NCC.[Cl:35][C:36]1[CH:41]=[CH:40][C:39]([CH2:42][CH3:43])=[CH:38][C:37]=1[S:44]([NH2:47])(=[O:46])=[O:45]. Product: [Cl:1][C:2]1[C:3]2[N:4]([CH:12]=[C:13]([C:15]([NH:47][S:44]([C:37]3[CH:38]=[C:39]([CH2:42][CH3:43])[CH:40]=[CH:41][C:36]=3[Cl:35])(=[O:46])=[O:45])=[O:17])[N:14]=2)[CH:5]=[C:6]([C:8]([F:9])([F:10])[F:11])[CH:7]=1. The catalyst class is: 119. (5) Reactant: [Cl:1][C:2]1[CH:7]=[CH:6][CH:5]=[CH:4][C:3]=1B(O)O.Br[C:12]1[CH:13]=[C:14]([CH:18]([CH:25]2[CH2:27][CH2:26]2)[NH:19][S:20]([CH2:23][CH3:24])(=[O:22])=[O:21])[CH:15]=[N:16][CH:17]=1.C([O-])([O-])=O.[Na+].[Na+]. Product: [Cl:1][C:2]1[CH:7]=[CH:6][CH:5]=[CH:4][C:3]=1[C:12]1[CH:13]=[C:14]([CH:18]([CH:25]2[CH2:27][CH2:26]2)[NH:19][S:20]([CH2:23][CH3:24])(=[O:21])=[O:22])[CH:15]=[N:16][CH:17]=1. The catalyst class is: 233. (6) Reactant: [F:1][C:2]([F:37])([F:36])[C:3]1[CH:4]=[C:5]([CH:29]=[C:30]([C:32]([F:35])([F:34])[F:33])[CH:31]=1)[CH2:6][O:7][CH2:8][C@H:9]1[NH:14][C:13](=[O:15])[CH2:12][N:11]([C:16]([O:18][C:19]([CH3:22])([CH3:21])[CH3:20])=[O:17])[C@H:10]1[C:23]1[CH:28]=[CH:27][CH:26]=[CH:25][CH:24]=1.I[CH3:39].[H-].[Na+].O. Product: [F:35][C:32]([F:33])([F:34])[C:30]1[CH:29]=[C:5]([CH:4]=[C:3]([C:2]([F:1])([F:36])[F:37])[CH:31]=1)[CH2:6][O:7][CH2:8][C@H:9]1[N:14]([CH3:39])[C:13](=[O:15])[CH2:12][N:11]([C:16]([O:18][C:19]([CH3:22])([CH3:21])[CH3:20])=[O:17])[C@H:10]1[C:23]1[CH:28]=[CH:27][CH:26]=[CH:25][CH:24]=1. The catalyst class is: 1. (7) Reactant: [Br:1][C:2]1[CH:10]=[CH:9][C:5]([C:6](O)=[O:7])=[C:4]([F:11])[CH:3]=1.S(Cl)([Cl:14])=O. Product: [Br:1][C:2]1[CH:10]=[CH:9][C:5]([C:6]([Cl:14])=[O:7])=[C:4]([F:11])[CH:3]=1. The catalyst class is: 9. (8) Reactant: [C@@H:1]12[O:7][C@@H:4]([CH2:5][CH2:6]1)[CH2:3][C@H:2]2[C:8](OCC)=[O:9].[BH4-].[Na+]. Product: [C@@H:1]12[O:7][C@@H:4]([CH2:5][CH2:6]1)[CH2:3][C@H:2]2[CH2:8][OH:9]. The catalyst class is: 8. (9) Reactant: [CH2:1]([C:5]1[CH:10]=[CH:9][C:8]([C:11]2[CH:15]=[C:14]([C:16]3[CH:17]=[C:18]([CH2:21][N:22]4[CH2:25][CH:24]([C:26]([O:28]CC)=[O:27])[CH2:23]4)[S:19][CH:20]=3)[O:13][N:12]=2)=[CH:7][CH:6]=1)[CH:2]([CH3:4])[CH3:3].[OH-].[Na+].CO.C(O)(=O)C. Product: [CH2:1]([C:5]1[CH:10]=[CH:9][C:8]([C:11]2[CH:15]=[C:14]([C:16]3[CH:17]=[C:18]([CH2:21][N:22]4[CH2:25][CH:24]([C:26]([OH:28])=[O:27])[CH2:23]4)[S:19][CH:20]=3)[O:13][N:12]=2)=[CH:7][CH:6]=1)[CH:2]([CH3:4])[CH3:3]. The catalyst class is: 38. (10) Reactant: [Cl:1][C:2]1[CH:7]=[CH:6][CH:5]=[C:4]([F:8])[C:3]=1[C:9]1[NH:10][C:11]2[C:16]([CH:17]=1)=[CH:15][C:14](B1OC(C)(C)C(C)(C)O1)=[CH:13][CH:12]=2.FC(F)(F)S(O[C:33]1[N:34]=[C:35]([C:39]2[CH:40]=[N:41][CH:42]=[N:43][CH:44]=2)[S:36][C:37]=1[CH3:38])(=O)=O.C(=O)([O-])[O-].[K+].[K+].O1CCOCC1. Product: [Cl:1][C:2]1[CH:7]=[CH:6][CH:5]=[C:4]([F:8])[C:3]=1[C:9]1[NH:10][C:11]2[C:16]([CH:17]=1)=[CH:15][C:14]([C:33]1[N:34]=[C:35]([C:39]3[CH:44]=[N:43][CH:42]=[N:41][CH:40]=3)[S:36][C:37]=1[CH3:38])=[CH:13][CH:12]=2. The catalyst class is: 263.